From a dataset of Reaction yield outcomes from USPTO patents with 853,638 reactions. Predict the reaction yield, written as a fraction of the theoretical maximum amount of product (1.0 means a 100% yield; for example, 0.34 means a 34% yield). (1) The reactants are CC(N=NC(C#N)(C)C)(C#N)C.C1C(=O)N(Br)C(=[O:16])C1.[F:21][C:22]1[CH:27]=[CH:26][C:25]([C:28]2[O:54][C:31]3=[N:32][CH:33]=[C:34]([C:36]4[CH:37]=[C:38]([CH:51]=[CH:52][CH:53]=4)[C:39]([NH:41][C:42]([C:45]4[CH:50]=[CH:49][CH:48]=[CH:47][CH:46]=4)([CH3:44])[CH3:43])=[O:40])[CH:35]=[C:30]3[C:29]=2[CH3:55])=[CH:24][CH:23]=1.C[N+]1([O-])CCOCC1. The catalyst is C(Cl)(Cl)(Cl)Cl. The product is [F:21][C:22]1[CH:23]=[CH:24][C:25]([C:28]2[O:54][C:31]3=[N:32][CH:33]=[C:34]([C:36]4[CH:37]=[C:38]([CH:51]=[CH:52][CH:53]=4)[C:39]([NH:41][C:42]([C:45]4[CH:46]=[CH:47][CH:48]=[CH:49][CH:50]=4)([CH3:44])[CH3:43])=[O:40])[CH:35]=[C:30]3[C:29]=2[CH:55]=[O:16])=[CH:26][CH:27]=1. The yield is 0.660. (2) The reactants are [CH:1]([C@H:4]1[CH2:9][CH2:8][S:7][C:6](=[N:10][C:11]2[CH:16]=[CH:15][C:14]([N+:17]([O-:19])=[O:18])=[CH:13][C:12]=2[CH3:20])[NH:5]1)([CH3:3])[CH3:2].[CH2:21](Br)[CH:22]([CH3:24])[CH3:23]. No catalyst specified. The product is [CH2:21]([N:5]1[C@@H:4]([CH:1]([CH3:3])[CH3:2])[CH2:9][CH2:8][S:7][C:6]1=[N:10][C:11]1[CH:16]=[CH:15][C:14]([N+:17]([O-:19])=[O:18])=[CH:13][C:12]=1[CH3:20])[CH:22]([CH3:24])[CH3:23]. The yield is 0.320. (3) The reactants are [CH3:1][CH:2]([N:4]1[C:12](/[CH:13]=[CH:14]/[C@H:15]([OH:24])[CH2:16][C@H:17]([OH:23])[CH2:18][C:19]([O:21]C)=[O:20])=[C:11]([C:25]2[CH:30]=[CH:29][C:28]([F:31])=[CH:27][CH:26]=2)[C:10]2[C:5]1=[CH:6][CH:7]=[CH:8][CH:9]=2)[CH3:3].CCO.[OH-].[Na+:36].CC(O)C. The catalyst is O. The product is [CH3:3][CH:2]([N:4]1[C:12](/[CH:13]=[CH:14]/[CH:15]([OH:24])[CH2:16][CH:17]([OH:23])[CH2:18][C:19]([O-:21])=[O:20])=[C:11]([C:25]2[CH:26]=[CH:27][C:28]([F:31])=[CH:29][CH:30]=2)[C:10]2[CH:9]=[CH:8][CH:7]=[CH:6][C:5]1=2)[CH3:1].[Na+:36]. The yield is 0.628. (4) The catalyst is CN1CCCC1=O. The product is [CH2:12]([N:11]([C:2]1[CH:7]=[C:6]([CH:5]=[CH:4][N:3]=1)[C:8]#[N:9])[CH3:10])[C:13]1[CH:18]=[CH:17][CH:16]=[CH:15][CH:14]=1. The reactants are Cl[C:2]1[CH:7]=[C:6]([C:8]#[N:9])[CH:5]=[CH:4][N:3]=1.[CH3:10][NH:11][CH2:12][C:13]1[CH:18]=[CH:17][CH:16]=[CH:15][CH:14]=1.O. The yield is 0.720.